This data is from Forward reaction prediction with 1.9M reactions from USPTO patents (1976-2016). The task is: Predict the product of the given reaction. (1) Given the reactants C([O:8][C:9]1[CH:10]=[CH:11][C:12]([N:15]2[CH2:20][CH2:19][CH:18]([NH:21][C:22](=[O:32])[CH2:23][CH2:24][C:25]3[CH:30]=[CH:29][CH:28]=[CH:27][C:26]=3[F:31])[CH2:17][CH2:16]2)=[N:13][CH:14]=1)C1C=CC=CC=1, predict the reaction product. The product is: [F:31][C:26]1[CH:27]=[CH:28][CH:29]=[CH:30][C:25]=1[CH2:24][CH2:23][C:22]([NH:21][CH:18]1[CH2:17][CH2:16][N:15]([C:12]2[CH:11]=[CH:10][C:9]([OH:8])=[CH:14][N:13]=2)[CH2:20][CH2:19]1)=[O:32]. (2) Given the reactants [Cl:1][C:2]1[CH:3]=[C:4]([CH:8]=[CH:9][C:10]=1[O:11][C:12]([F:15])([F:14])[F:13])[C:5]([OH:7])=O.CC[N:18]=[C:19]=[N:20]CCCN(C)C.C1C=CC2N(O)N=NC=2C=1.ONC(=N)[C:40]1[CH:41]=[C:42]2[C:46](=[CH:47][CH:48]=1)[N:45]([CH2:49][CH2:50][C:51]([O:53]CC)=[O:52])[CH:44]=[CH:43]2, predict the reaction product. The product is: [Cl:1][C:2]1[CH:3]=[C:4]([C:5]2[O:7][N:20]=[C:19]([C:41]3[CH:40]=[CH:48][CH:47]=[C:46]4[C:42]=3[CH:43]=[CH:44][N:45]4[CH2:49][CH2:50][C:51]([OH:53])=[O:52])[N:18]=2)[CH:8]=[CH:9][C:10]=1[O:11][C:12]([F:15])([F:14])[F:13]. (3) The product is: [CH3:29][C:30]1([CH3:37])[CH2:36][N:35]([C:8]([CH:10]2[CH2:13][C:12]3([CH2:18][CH2:17][N:16]([C:19]([O:21][CH2:22][C:23]4[CH:28]=[CH:27][CH:26]=[CH:25][CH:24]=4)=[O:20])[CH2:15][CH2:14]3)[CH2:11]2)=[O:9])[CH2:34][CH2:33][NH:32][CH2:31]1. Given the reactants C(Cl)(=O)C(Cl)=O.Cl[C:8]([CH:10]1[CH2:13][C:12]2([CH2:18][CH2:17][N:16]([C:19]([O:21][CH2:22][C:23]3[CH:28]=[CH:27][CH:26]=[CH:25][CH:24]=3)=[O:20])[CH2:15][CH2:14]2)[CH2:11]1)=[O:9].[CH3:29][C:30]1([CH3:37])[CH2:36][NH:35][CH2:34][CH2:33][NH:32][CH2:31]1.CCN(CC)CC, predict the reaction product. (4) Given the reactants [CH2:1]([NH:3][C:4](=[N:7][C:8]#[N:9])[S:5][CH3:6])[CH3:2].[CH:10]1(N)CC1.C(N)C, predict the reaction product. The product is: [CH:1]1([NH:3][C:4](=[N:7][C:8]#[N:9])[S:5][CH3:6])[CH2:10][CH2:2]1. (5) Given the reactants [Cl:1][C:2]1[CH:24]=[C:23]([N:25]2[CH2:29][CH2:28][CH2:27][CH2:26]2)[CH:22]=[CH:21][C:3]=1[C:4]([N:6]1[C:12]2[CH:13]=[CH:14][CH:15]=[CH:16][C:11]=2[CH2:10][N:9]([CH2:17][CH2:18][OH:19])[C:8](=[O:20])[CH2:7]1)=[O:5].I[CH3:31], predict the reaction product. The product is: [Cl:1][C:2]1[CH:24]=[C:23]([N:25]2[CH2:29][CH2:28][CH2:27][CH2:26]2)[CH:22]=[CH:21][C:3]=1[C:4]([N:6]1[C:12]2[CH:13]=[CH:14][CH:15]=[CH:16][C:11]=2[CH2:10][N:9]([CH2:17][CH2:18][O:19][CH3:31])[C:8](=[O:20])[CH2:7]1)=[O:5]. (6) Given the reactants O1CCCC1CCO.C([O:16][C:17]1[CH:21]=[C:20](/[CH:22]=[CH:23]/[C:24]([O:26][CH2:27][CH3:28])=[O:25])[N:19]([CH2:29][CH3:30])[N:18]=1)C1C=CC=CC=1, predict the reaction product. The product is: [CH2:29]([N:19]1[C:20]([CH2:22][CH2:23][C:24]([O:26][CH2:27][CH3:28])=[O:25])=[CH:21][C:17]([OH:16])=[N:18]1)[CH3:30]. (7) Given the reactants [CH3:1][O:2][C:3]([C@@H:5]1[CH2:9][C@@H:8]([S:10]([C:13]2[CH:18]=[CH:17][CH:16]=[CH:15][C:14]=2[C:19]([F:22])([F:21])[F:20])(=[O:12])=[O:11])[CH2:7][N:6]1[C:23](=S)[CH2:24][C:25](=O)[CH3:26])=[O:4].O.[NH2:30][NH2:31], predict the reaction product. The product is: [CH3:1][O:2][C:3]([C@@H:5]1[CH2:9][C@@H:8]([S:10]([C:13]2[CH:18]=[CH:17][CH:16]=[CH:15][C:14]=2[C:19]([F:22])([F:21])[F:20])(=[O:12])=[O:11])[CH2:7][N:6]1[C:23]1[CH:24]=[C:25]([CH3:26])[NH:31][N:30]=1)=[O:4].